The task is: Predict the product of the given reaction.. This data is from Forward reaction prediction with 1.9M reactions from USPTO patents (1976-2016). (1) Given the reactants [Br:1][C:2]1[C:3]([N:19]2[CH2:24][CH2:23][CH2:22][C@@H:21]([NH:25]C(=O)OC(C)(C)C)[CH2:20]2)=[C:4]2[C:10]([NH:11][C:12]([CH:14]3[CH2:18][CH2:17][O:16][CH2:15]3)=[O:13])=[CH:9][NH:8][C:5]2=[N:6][CH:7]=1.[ClH:33], predict the reaction product. The product is: [ClH:33].[NH2:25][C@@H:21]1[CH2:22][CH2:23][CH2:24][N:19]([C:3]2[C:2]([Br:1])=[CH:7][N:6]=[C:5]3[NH:8][CH:9]=[C:10]([NH:11][C:12]([CH:14]4[CH2:18][CH2:17][O:16][CH2:15]4)=[O:13])[C:4]=23)[CH2:20]1. (2) Given the reactants [Cl:1][C:2]1[CH:3]=[CH:4][C:5]([C:8]([NH:27][C:28]([NH:30]C(=O)OCC2C=CC=CC=2)=[S:29])([C:16]2[CH:21]=[C:20]([C:22]([F:25])([F:24])[F:23])[CH:19]=[C:18]([F:26])[CH:17]=2)[CH2:9][C:10]2[CH:15]=[CH:14][CH:13]=[CH:12][CH:11]=2)=[N:6][CH:7]=1.[Li+].[OH-], predict the reaction product. The product is: [Cl:1][C:2]1[CH:3]=[CH:4][C:5]([C:8]([NH:27][C:28]([NH2:30])=[S:29])([C:16]2[CH:21]=[C:20]([C:22]([F:24])([F:23])[F:25])[CH:19]=[C:18]([F:26])[CH:17]=2)[CH2:9][C:10]2[CH:11]=[CH:12][CH:13]=[CH:14][CH:15]=2)=[N:6][CH:7]=1.